From a dataset of Forward reaction prediction with 1.9M reactions from USPTO patents (1976-2016). Predict the product of the given reaction. (1) Given the reactants I[C:2]1[CH:3]=[CH:4][C:5]([C:18]([O:20][CH3:21])=[O:19])=[C:6]([NH:8][C:9]2[CH:17]=[CH:16][CH:15]=[CH:14][C:10]=2[C:11]([OH:13])=[O:12])[CH:7]=1.[I:22]C1C=C(C(OC)=O)C(N)=CC=1.[K+].[Br-].C(N(CC)CCNC(C1C2NC3C(=CC=CC=3)C(=O)C=2C(I)=CC=1)=O)C, predict the reaction product. The product is: [I:22][C:3]1[CH:2]=[CH:7][C:6]([NH:8][C:9]2[CH:17]=[CH:16][CH:15]=[CH:14][C:10]=2[C:11]([OH:13])=[O:12])=[C:5]([C:18]([O:20][CH3:21])=[O:19])[CH:4]=1. (2) Given the reactants [Si:1]([O:8][C@@H:9]1[C@H:14]([OH:15])[C:13]([CH2:16][CH2:17][N:18]([CH3:29])[S:19]([C:22]2[CH:27]=[CH:26][C:25]([CH3:28])=[CH:24][CH:23]=2)(=[O:21])=[O:20])=[CH:12][CH2:11][CH2:10]1)([C:4]([CH3:7])([CH3:6])[CH3:5])([CH3:3])[CH3:2].O[C:31]1[CH:32]=[C:33]([CH:36]=[CH:37][C:38]=1[O:39][CH2:40][O:41][CH3:42])[CH:34]=[O:35].P(CCCC)(CCCC)CCCC.CN(C(/N=N/C(N(C)C)=O)=O)C, predict the reaction product. The product is: [Si:1]([O:8][C@@H:9]1[C@@H:14]([O:15][C:31]2[CH:32]=[C:33]([CH:34]=[O:35])[CH:36]=[CH:37][C:38]=2[O:39][CH2:40][O:41][CH3:42])[C:13]([CH2:16][CH2:17][N:18]([CH3:29])[S:19]([C:22]2[CH:23]=[CH:24][C:25]([CH3:28])=[CH:26][CH:27]=2)(=[O:20])=[O:21])=[CH:12][CH2:11][CH2:10]1)([C:4]([CH3:5])([CH3:6])[CH3:7])([CH3:2])[CH3:3].